Dataset: Forward reaction prediction with 1.9M reactions from USPTO patents (1976-2016). Task: Predict the product of the given reaction. (1) Given the reactants [N:1]1(C(OC(C)(C)C)=O)[CH2:6][CH2:5][N:4]([C:7]([O:9][C:10]2[CH:15]=[CH:14][C:13]([CH2:16][C@@H:17]3[C@@H:21]([CH2:22][C:23]4[CH:28]=[CH:27][C:26]([O:29][CH3:30])=[C:25]([O:31][CH3:32])[CH:24]=4)[CH2:20][O:19][C:18]3=[O:33])=[CH:12][C:11]=2[O:34][CH3:35])=[O:8])[CH2:3][CH2:2]1.C(O)(C(F)(F)F)=O, predict the reaction product. The product is: [N:4]1([C:7]([O:9][C:10]2[CH:15]=[CH:14][C:13]([CH2:16][C@@H:17]3[C@@H:21]([CH2:22][C:23]4[CH:28]=[CH:27][C:26]([O:29][CH3:30])=[C:25]([O:31][CH3:32])[CH:24]=4)[CH2:20][O:19][C:18]3=[O:33])=[CH:12][C:11]=2[O:34][CH3:35])=[O:8])[CH2:5][CH2:6][NH:1][CH2:2][CH2:3]1. (2) Given the reactants Br[C:2]1[C:10]2[C:9]([NH:11][C@H:12]([C:14]3[N:19]([C:20]4[CH:25]=[CH:24][CH:23]=[CH:22][CH:21]=4)[C:18](=[O:26])[C:17]4=[C:27]([CH3:30])[CH:28]=[CH:29][N:16]4[N:15]=3)[CH3:13])=[N:8][CH:7]=[N:6][C:5]=2[N:4]([CH2:31][O:32][CH2:33][CH2:34][Si:35]([CH3:38])([CH3:37])[CH3:36])[CH:3]=1.[F:39][C:40]1[CH:45]=[CH:44][CH:43]=[C:42]([O:46][CH3:47])[C:41]=1B(O)O.C(=O)([O-])[O-].[Na+].[Na+], predict the reaction product. The product is: [F:39][C:40]1[CH:45]=[CH:44][CH:43]=[C:42]([O:46][CH3:47])[C:41]=1[C:2]1[C:10]2[C:9]([NH:11][C@H:12]([C:14]3[N:19]([C:20]4[CH:25]=[CH:24][CH:23]=[CH:22][CH:21]=4)[C:18](=[O:26])[C:17]4=[C:27]([CH3:30])[CH:28]=[CH:29][N:16]4[N:15]=3)[CH3:13])=[N:8][CH:7]=[N:6][C:5]=2[N:4]([CH2:31][O:32][CH2:33][CH2:34][Si:35]([CH3:38])([CH3:37])[CH3:36])[CH:3]=1. (3) Given the reactants I[C:2]1[CH:7]=[CH:6][N:5]=[CH:4][C:3]=1[N:8]([CH3:25])[C:9](=[O:24])[C:10]1[CH:15]=[C:14]([C:16]([F:19])([F:18])[F:17])[CH:13]=[C:12]([C:20]([F:23])([F:22])[F:21])[CH:11]=1.[CH3:26][O:27][C:28]1[N:33]=[CH:32][C:31](B(O)O)=[CH:30][CH:29]=1, predict the reaction product. The product is: [CH3:26][O:27][C:28]1[N:33]=[CH:32][C:31]([C:2]2[CH:7]=[CH:6][N:5]=[CH:4][C:3]=2[N:8]([CH3:25])[C:9](=[O:24])[C:10]2[CH:15]=[C:14]([C:16]([F:19])([F:18])[F:17])[CH:13]=[C:12]([C:20]([F:23])([F:22])[F:21])[CH:11]=2)=[CH:30][CH:29]=1.